Dataset: Reaction yield outcomes from USPTO patents with 853,638 reactions. Task: Predict the reaction yield, written as a fraction of the theoretical maximum amount of product (1.0 means a 100% yield; for example, 0.34 means a 34% yield). (1) The product is [N+:21]([C:10]1[CH:11]=[C:12]([C:15]2[CH:16]=[CH:17][CH:18]=[CH:19][CH:20]=2)[CH:13]=[CH:14][C:9]=1[CH2:4][C:3]([OH:24])=[O:2])([O-:23])=[O:22]. The catalyst is Cl. The yield is 0.800. The reactants are C[O:2][C:3](=[O:24])[CH:4]([C:9]1[CH:14]=[CH:13][C:12]([C:15]2[CH:20]=[CH:19][CH:18]=[CH:17][CH:16]=2)=[CH:11][C:10]=1[N+:21]([O-:23])=[O:22])C(OC)=O. (2) The reactants are [CH3:1][CH:2]([CH2:4][CH2:5][CH2:6][C@H:7]([C@@H:9]1[C@:27]2([CH3:28])[C@H:12]([C@H:13]3[C@H:24]([CH2:25][CH2:26]2)[C@:22]2([CH3:23])[C:16]([CH2:17][C@H:18]([CH2:20][CH2:21]2)[OH:19])=[CH:15][CH2:14]3)[CH2:11][CH2:10]1)[CH3:8])[CH3:3].C(N(C(C)C)[P:33](Cl)[O:34]CC)(C)C.[CH:41](N(CC)C(C)C)(C)C.[CH:50]1[C:55]([F:56])=[CH:54][C:53]([F:57])=[C:52]([C:58]([OH:71])([CH2:65][N:66]2[N:70]=[CH:69][N:68]=[CH:67]2)[CH2:59][N:60]2[N:64]=[CH:63][N:62]=[CH:61]2)[CH:51]=1.N1C=NN=N1.OO.[O:79]1CC[CH2:81][CH2:80]1. No catalyst specified. The product is [P:33]([O:19][C@H:18]1[CH2:17][C:16]2[C@@:22]([CH3:23])([C@@H:24]3[C@@H:13]([CH2:14][CH:15]=2)[C@H:12]2[C@@:27]([CH3:28])([C@@:9]([CH3:41])([C@@H:7]([CH2:6][CH2:5][CH2:4][CH:2]([CH3:1])[CH3:3])[CH3:8])[CH2:10][CH2:11]2)[CH2:26][CH2:25]3)[CH2:21][CH2:20]1)([O:79][CH2:80][CH3:81])([O:71][C:58]([C:52]1[CH:51]=[CH:50][C:55]([F:56])=[CH:54][C:53]=1[F:57])([CH2:59][N:60]1[CH:61]=[N:62][CH:63]=[N:64]1)[CH2:65][N:66]1[CH:67]=[N:68][CH:69]=[N:70]1)=[O:34]. The yield is 0.760. (3) The reactants are [CH3:1][O:2][C:3]([CH2:5]P(OC)(OC)=O)=[O:4].C[O-].[Na+].[O:15]([CH2:22][CH2:23][N:24]1[CH:28]=[C:27]([CH:29]=O)[CH:26]=[N:25]1)[C:16]1[CH:21]=[CH:20][CH:19]=[CH:18][CH:17]=1. The catalyst is C1COCC1. The product is [O:15]([CH2:22][CH2:23][N:24]1[CH:28]=[C:27](/[CH:29]=[CH:5]/[C:3]([O:2][CH3:1])=[O:4])[CH:26]=[N:25]1)[C:16]1[CH:21]=[CH:20][CH:19]=[CH:18][CH:17]=1. The yield is 0.727. (4) The reactants are C([C@H]1COC(=O)N1[C:14](=[O:37])[C@H:15]([CH2:24][C:25]1[CH:30]=[CH:29][C:28]([C:31]2[CH:36]=[CH:35][CH:34]=[CH:33][CH:32]=2)=[CH:27][CH:26]=1)[CH2:16][C:17]([O:19][C:20]([CH3:23])([CH3:22])[CH3:21])=[O:18])C1C=CC=CC=1.C1COCC1.OO.[Li+].[OH-:46]. The catalyst is O. The product is [C:28]1([C:31]2[CH:32]=[CH:33][CH:34]=[CH:35][CH:36]=2)[CH:29]=[CH:30][C:25]([CH2:24][C@H:15]([CH2:16][C:17]([O:19][C:20]([CH3:23])([CH3:22])[CH3:21])=[O:18])[C:14]([OH:37])=[O:46])=[CH:26][CH:27]=1. The yield is 0.930. (5) The reactants are [C:1]([O:5][C:6]([NH:8][C@@H:9]1[CH2:13][C@H:12]([C:14]([O:16][CH3:17])=[O:15])[CH:11]=[CH:10]1)=[O:7])([CH3:4])([CH3:3])[CH3:2].[CH2:18]([CH:20]([CH2:24][CH3:25])[CH:21]=[N:22][OH:23])[CH3:19].CCN(CC)CC.[O-]Cl.[Na+]. The catalyst is C(Cl)Cl. The product is [C:1]([O:5][C:6]([NH:8][C@H:9]1[C@@H:10]2[C:21]([CH:20]([CH2:24][CH3:25])[CH2:18][CH3:19])=[N:22][O:23][C@@H:11]2[C@@H:12]([C:14]([O:16][CH3:17])=[O:15])[CH2:13]1)=[O:7])([CH3:4])([CH3:3])[CH3:2]. The yield is 0.570.